This data is from Reaction yield outcomes from USPTO patents with 853,638 reactions. The task is: Predict the reaction yield, written as a fraction of the theoretical maximum amount of product (1.0 means a 100% yield; for example, 0.34 means a 34% yield). (1) The reactants are [CH2:1]([O:3][C:4]1[CH:9]=[CH:8][C:7]([C:10](=O)[CH2:11][C:12](=O)[C:13]([F:16])([F:15])[F:14])=[CH:6][C:5]=1[C:19]([F:22])([F:21])[F:20])[CH3:2].[NH2:23][C:24]1[C:28]([C:29]2[CH:34]=[CH:33][N:32]=[CH:31][CH:30]=2)=[CH:27][NH:26][N:25]=1. No catalyst specified. The product is [CH2:1]([O:3][C:4]1[CH:9]=[CH:8][C:7]([C:10]2[CH:11]=[C:12]([C:13]([F:16])([F:15])[F:14])[N:25]3[N:26]=[CH:27][C:28]([C:29]4[CH:34]=[CH:33][N:32]=[CH:31][CH:30]=4)=[C:24]3[N:23]=2)=[CH:6][C:5]=1[C:19]([F:22])([F:21])[F:20])[CH3:2]. The yield is 0.570. (2) The yield is 0.690. The catalyst is CN(C)C(=O)C. The reactants are [C:1]([C:5]1[CH:6]=[C:7]([N:24]2[CH:29]=[CH:28][C:27](=[O:30])[NH:26][C:25]2=[O:31])[CH:8]=[C:9]([C:13]2[CH:22]=[CH:21][C:20]3[C:15](=[CH:16][CH:17]=[C:18]([OH:23])[CH:19]=3)[CH:14]=2)[C:10]=1[O:11][CH3:12])([CH3:4])([CH3:3])[CH3:2].[CH3:32][S:33](O[S:33]([CH3:32])(=[O:35])=[O:34])(=[O:35])=[O:34].C(N(CC)CC)C. The product is [CH3:32][S:33]([O:23][C:18]1[CH:17]=[CH:16][C:15]2[C:20](=[CH:21][CH:22]=[C:13]([C:9]3[CH:8]=[C:7]([N:24]4[CH:29]=[CH:28][C:27](=[O:30])[NH:26][C:25]4=[O:31])[CH:6]=[C:5]([C:1]([CH3:4])([CH3:2])[CH3:3])[C:10]=3[O:11][CH3:12])[CH:14]=2)[CH:19]=1)(=[O:35])=[O:34]. (3) The reactants are [N+:1]([C:4]1[CH:9]=[CH:8][C:7]([N:10]2[CH2:15][CH2:14][NH:13][CH2:12][CH2:11]2)=[CH:6][CH:5]=1)([O-:3])=[O:2].C(N(CC)CC)C.[CH3:23][S:24](Cl)(=[O:26])=[O:25].C(=O)(O)[O-].[Na+]. The catalyst is ClCCl. The product is [N+:1]([C:4]1[CH:5]=[CH:6][C:7]([N:10]2[CH2:15][CH2:14][N:13]([S:24]([CH3:23])(=[O:26])=[O:25])[CH2:12][CH2:11]2)=[CH:8][CH:9]=1)([O-:3])=[O:2]. The yield is 1.00. (4) The reactants are [C:1]([CH2:3][C:4]([NH:6][C:7]1[CH:12]=[C:11]([O:13][CH3:14])[C:10]([Cl:15])=[CH:9][C:8]=1[Cl:16])=[O:5])#[N:2].[CH2:17](OC(OCC)OCC)C.[CH3:27][O:28][C:29]1[CH:34]=[CH:33][C:32]([NH2:35])=[CH:31][C:30]=1[O:36][CH2:37][CH2:38][CH2:39][N:40]1[CH2:45][CH2:44][N:43]([CH3:46])[CH2:42][CH2:41]1. The catalyst is C(O)(C)C. The product is [C:1]([C:3](=[CH:17][NH:35][C:32]1[CH:33]=[CH:34][C:29]([O:28][CH3:27])=[C:30]([O:36][CH2:37][CH2:38][CH2:39][N:40]2[CH2:45][CH2:44][N:43]([CH3:46])[CH2:42][CH2:41]2)[CH:31]=1)[C:4]([NH:6][C:7]1[CH:12]=[C:11]([O:13][CH3:14])[C:10]([Cl:15])=[CH:9][C:8]=1[Cl:16])=[O:5])#[N:2]. The yield is 0.930.